Dataset: Catalyst prediction with 721,799 reactions and 888 catalyst types from USPTO. Task: Predict which catalyst facilitates the given reaction. (1) Reactant: [CH3:1][N:2]([CH3:47])[CH2:3][C:4]([NH:6][C:7]1[CH:8]=[CH:9][C:10]([O:45][CH3:46])=[C:11]([NH:13][C:14]2[N:15]=[C:16]([NH:33][C:34]3[CH:43]=[CH:42][CH:41]=[C:40]([F:44])[C:35]=3[C:36]([NH:38][CH3:39])=[O:37])[C:17]3[CH:22]=[CH:21][N:20](S(C4C=CC(C)=CC=4)(=O)=O)[C:18]=3[N:19]=2)[CH:12]=1)=[O:5].[OH-].[K+].CCOC(C)=O.C([O-])(O)=O.[Na+]. Product: [CH3:47][N:2]([CH3:1])[CH2:3][C:4]([NH:6][C:7]1[CH:8]=[CH:9][C:10]([O:45][CH3:46])=[C:11]([NH:13][C:14]2[NH:19][C:18]3=[N:20][CH:21]=[CH:22][C:17]3=[C:16]([NH:33][C:34]3[CH:43]=[CH:42][CH:41]=[C:40]([F:44])[C:35]=3[C:36]([NH:38][CH3:39])=[O:37])[N:15]=2)[CH:12]=1)=[O:5]. The catalyst class is: 12. (2) Reactant: [CH3:1][N:2]1[C:10]2[CH2:9][CH2:8][CH2:7][CH:6]([C:11]([O-:13])=[O:12])[C:5]=2[CH:4]=[N:3]1.[Li+].[OH-].Cl. Product: [CH3:1][N:2]1[C:10]2[CH2:9][CH2:8][CH2:7][CH:6]([C:11]([OH:13])=[O:12])[C:5]=2[CH:4]=[N:3]1. The catalyst class is: 200. (3) Reactant: [CH3:1][O:2][C:3](=[O:20])[C:4]1[CH:9]=[CH:8][C:7]([O:10][CH:11]2[CH2:14][C:13]([F:16])([F:15])[CH2:12]2)=[C:6]([N+:17]([O-])=O)[CH:5]=1.CC(=O)OCC. Product: [CH3:1][O:2][C:3](=[O:20])[C:4]1[CH:9]=[CH:8][C:7]([O:10][CH:11]2[CH2:14][C:13]([F:15])([F:16])[CH2:12]2)=[C:6]([NH2:17])[CH:5]=1. The catalyst class is: 331.